From a dataset of Forward reaction prediction with 1.9M reactions from USPTO patents (1976-2016). Predict the product of the given reaction. (1) Given the reactants Br[C:2]1[CH:3]=[C:4]2[C:9](=[CH:10][CH:11]=1)[CH:8]=[N:7][CH:6]=[CH:5]2.[CH:12]([Sn](CCCC)(CCCC)CCCC)=[CH2:13], predict the reaction product. The product is: [CH:12]([C:2]1[CH:3]=[C:4]2[C:9](=[CH:10][CH:11]=1)[CH:8]=[N:7][CH:6]=[CH:5]2)=[CH2:13]. (2) Given the reactants [CH:1]1([C:5]#[C:6][C:7]2[CH:15]=[CH:14][C:13]3[N:12]([CH:16]4[CH2:21][CH2:20][CH2:19][CH2:18][O:17]4)[N:11]=[CH:10][C:9]=3[C:8]=2[C:22]#[N:23])[CH2:4][CH2:3][CH2:2]1.[CH2:24]([O:26][C:27](=[O:39])/[CH:28]=[CH:29]/[C:30]1[CH:35]=[CH:34][C:33](B(O)O)=[CH:32][CH:31]=1)[CH3:25].I[C:41]1[CH:46]=[CH:45][CH:44]=[CH:43][CH:42]=1.C([O-])([O-])=O.[K+].[K+].N#N, predict the reaction product. The product is: [C:22]([C:8]1[C:7](/[C:6](/[C:33]2[CH:34]=[CH:35][C:30](/[CH:29]=[CH:28]/[C:27]([O:26][CH2:24][CH3:25])=[O:39])=[CH:31][CH:32]=2)=[C:5](\[CH:1]2[CH2:2][CH2:3][CH2:4]2)/[C:41]2[CH:46]=[CH:45][CH:44]=[CH:43][CH:42]=2)=[CH:15][CH:14]=[C:13]2[C:9]=1[CH:10]=[N:11][N:12]2[CH:16]1[CH2:21][CH2:20][CH2:19][CH2:18][O:17]1)#[N:23]. (3) Given the reactants [C:1](OC(=O)C)(=[O:3])[CH3:2].[NH2:8][CH2:9][CH:10]1[O:14][C:13](=[O:15])[N:12]([C:16]2[CH:17]=[C:18]3[C:22](=[CH:23][CH:24]=2)[N:21]([CH:25]([CH3:28])[CH2:26][F:27])[C:20](=[O:29])[CH2:19]3)[CH2:11]1.C(N(CC)C(C)C)(C)C, predict the reaction product. The product is: [F:27][CH2:26][CH:25]([N:21]1[C:22]2[C:18](=[CH:17][C:16]([N:12]3[CH2:11][C@H:10]([CH2:9][NH:8][C:1](=[O:3])[CH3:2])[O:14][C:13]3=[O:15])=[CH:24][CH:23]=2)[CH2:19][C:20]1=[O:29])[CH3:28]. (4) Given the reactants [C:1]([O:5][C:6](=[O:19])[NH:7][C:8]1[CH:13]=[CH:12][C:11]([C:14]([F:17])([F:16])[F:15])=[CH:10][C:9]=1[NH2:18])([CH3:4])([CH3:3])[CH3:2].C([O:24][C:25](=O)[CH2:26][C:27](=[O:45])[C:28]1[CH:33]=[CH:32][CH:31]=[C:30]([C:34]2[CH:39]=[CH:38][N:37]=[C:36]([N:40]3[CH2:44][CH2:43][CH2:42][CH2:41]3)[CH:35]=2)[CH:29]=1)(C)(C)C, predict the reaction product. The product is: [C:1]([O:5][C:6](=[O:19])[NH:7][C:8]1[CH:13]=[CH:12][C:11]([C:14]([F:17])([F:16])[F:15])=[CH:10][C:9]=1[NH:18][C:25](=[O:24])[CH2:26][C:27](=[O:45])[C:28]1[CH:33]=[CH:32][CH:31]=[C:30]([C:34]2[CH:39]=[CH:38][N:37]=[C:36]([N:40]3[CH2:41][CH2:42][CH2:43][CH2:44]3)[CH:35]=2)[CH:29]=1)([CH3:4])([CH3:2])[CH3:3]. (5) Given the reactants Cl[CH2:2][CH2:3][CH2:4][CH2:5][C:6]([C:8]1[O:9][C:10]2[CH:17]=[CH:16][C:15]([O:18][CH3:19])=[CH:14][C:11]=2[C:12]=1[CH3:13])=[O:7].[I-].[Na+].[CH3:22][O-:23].[Na+], predict the reaction product. The product is: [CH3:22][O:23][CH2:2][CH2:3][CH2:4][CH2:5][C:6]([C:8]1[O:9][C:10]2[CH:17]=[CH:16][C:15]([O:18][CH3:19])=[CH:14][C:11]=2[C:12]=1[CH3:13])=[O:7]. (6) Given the reactants [CH2:1]1[C:9]2[C:4](=[CH:5][CH:6]=[CH:7][CH:8]=2)[CH2:3][C:2]1=O.[ClH:11].[CH3:12][NH2:13].[C-:14]#[N:15].[K+], predict the reaction product. The product is: [ClH:11].[CH3:12][NH:13][C:2]1([C:14]#[N:15])[CH2:3][C:4]2[C:9](=[CH:8][CH:7]=[CH:6][CH:5]=2)[CH2:1]1.